Dataset: Full USPTO retrosynthesis dataset with 1.9M reactions from patents (1976-2016). Task: Predict the reactants needed to synthesize the given product. (1) The reactants are: [Cl:1][C:2]1[CH:7]=[CH:6][C:5]([NH:8][CH2:9][C:10]([O:12]CC)=O)=[CH:4][CH:3]=1.O.[NH2:16][NH2:17]. Given the product [Cl:1][C:2]1[CH:7]=[CH:6][C:5]([NH:8][CH2:9][C:10]([NH:16][NH2:17])=[O:12])=[CH:4][CH:3]=1, predict the reactants needed to synthesize it. (2) Given the product [CH3:1][O:2][C:3]1[CH:4]=[C:5]([C:9]2([CH2:19][CH2:20][CH3:21])[CH2:14][CH2:13][CH2:12][CH2:11][C:10]2=[O:15])[CH:6]=[CH:7][CH:8]=1, predict the reactants needed to synthesize it. The reactants are: [CH3:1][O:2][C:3]1[CH:4]=[C:5]([CH:9]2[CH2:14][CH2:13][CH2:12][CH2:11][C:10]2=[O:15])[CH:6]=[CH:7][CH:8]=1.[H-].[Na+].I[CH2:19][CH2:20][CH3:21].C(O)C. (3) Given the product [CH3:1][C:2]1[CH:10]=[C:9]([N:11]2[CH:15]=[CH:14][CH:13]=[N:12]2)[CH:8]=[CH:7][C:3]=1[C:4]([Cl:18])=[O:5], predict the reactants needed to synthesize it. The reactants are: [CH3:1][C:2]1[CH:10]=[C:9]([N:11]2[CH:15]=[CH:14][CH:13]=[N:12]2)[CH:8]=[CH:7][C:3]=1[C:4](O)=[O:5].S(Cl)([Cl:18])=O.CN1CCCC1=O. (4) Given the product [CH3:30][N:31]1[C:35](=[O:36])[C:34](=[CH:18][C:17]2[CH:20]=[CH:21][CH:22]=[C:15]([C:13]3[CH:12]=[N:11][CH:10]=[C:9]([N:5]4[CH2:6][CH2:7][CH2:8][N:2]([CH3:1])[CH2:3][CH2:4]4)[N:14]=3)[CH:16]=2)[S:33][C:32]1=[O:37].[ClH:38], predict the reactants needed to synthesize it. The reactants are: [CH3:1][N:2]1[CH2:8][CH2:7][CH2:6][N:5]([C:9]2[N:14]=[C:13]([C:15]3[CH:16]=[C:17]([CH:20]=[CH:21][C:22]=3F)[CH:18]=O)[CH:12]=[N:11][CH:10]=2)[CH2:4][CH2:3]1.N1CCCCC1.[CH3:30][N:31]1[C:35](=[O:36])[CH2:34][S:33][C:32]1=[O:37].[ClH:38]. (5) The reactants are: [O:1]1[C:5]2[CH:6]=[CH:7][CH:8]=[CH:9][C:4]=2[CH2:3][CH:2]1[C:10]1[CH:22]=[CH:21][C:13]([C:14]([O:16]C(C)(C)C)=[O:15])=[CH:12][CH:11]=1.FC(F)(F)C(O)=O. Given the product [O:1]1[C:5]2[CH:6]=[CH:7][CH:8]=[CH:9][C:4]=2[CH2:3][CH:2]1[C:10]1[CH:11]=[CH:12][C:13]([C:14]([OH:16])=[O:15])=[CH:21][CH:22]=1, predict the reactants needed to synthesize it. (6) Given the product [CH3:16][O:17][CH2:18][CH2:19][NH:20][C:8]1[CH:9]=[CH:10][C:5]([C:4]([O:3][CH2:1][CH3:2])=[O:15])=[CH:6][C:7]=1[N+:12]([O-:14])=[O:13], predict the reactants needed to synthesize it. The reactants are: [CH2:1]([O:3][C:4](=[O:15])[C:5]1[CH:10]=[CH:9][C:8](Cl)=[C:7]([N+:12]([O-:14])=[O:13])[CH:6]=1)[CH3:2].[CH3:16][O:17][CH2:18][CH2:19][NH2:20].C(=O)([O-])O.[Na+]. (7) Given the product [Si:1]([O:8][CH2:9][C:10]1([CH3:30])[S:16][CH2:15][CH2:14][N:13]2[C:17]([C:20]3([C:23]4[CH:28]=[CH:27][C:26]([C:38]5[CH:37]=[CH:36][C:35]([C:33]([N:32]([CH3:44])[CH3:31])=[O:34])=[N:40][CH:39]=5)=[CH:25][CH:24]=4)[CH2:22][CH2:21]3)=[N:18][N:19]=[C:12]2[CH2:11]1)([C:4]([CH3:7])([CH3:6])[CH3:5])([CH3:3])[CH3:2], predict the reactants needed to synthesize it. The reactants are: [Si:1]([O:8][CH2:9][C:10]1([CH3:30])[S:16][CH2:15][CH2:14][N:13]2[C:17]([C:20]3([C:23]4[CH:28]=[CH:27][C:26](Cl)=[CH:25][CH:24]=4)[CH2:22][CH2:21]3)=[N:18][N:19]=[C:12]2[CH2:11]1)([C:4]([CH3:7])([CH3:6])[CH3:5])([CH3:3])[CH3:2].[CH3:31][N:32]([CH3:44])[C:33]([C:35]1[N:40]=[CH:39][C:38](B(O)O)=[CH:37][CH:36]=1)=[O:34].C1(P(C2CCCCC2)C2CCCCC2)CCCCC1.P([O-])([O-])([O-])=O.[K+].[K+].[K+].C(=O)([O-])O.[Na+]. (8) Given the product [NH2:19][CH:20]1[CH2:24][CH2:23][N:22]([C:2]2[C:7]([O:8][CH2:9][CH2:10][O:11][C:12]3[CH:17]=[CH:16][CH:15]=[CH:14][C:13]=3[Cl:18])=[N:6][CH:5]=[CH:4][N:3]=2)[CH2:21]1, predict the reactants needed to synthesize it. The reactants are: Cl[C:2]1[C:7]([O:8][CH2:9][CH2:10][O:11][C:12]2[CH:17]=[CH:16][CH:15]=[CH:14][C:13]=2[Cl:18])=[N:6][CH:5]=[CH:4][N:3]=1.[NH2:19][CH:20]1[CH2:24][CH2:23][NH:22][CH2:21]1. (9) Given the product [CH3:21][N:6]1[CH:5]=[C:4]([C:32]2[CH:33]=[C:28]([NH:27][S:24]([CH2:22][CH3:23])(=[O:25])=[O:26])[CH:29]=[CH:30][CH:31]=2)[C:13]2[C:8](=[CH:9][CH:10]=[C:11]([C:14]3[CH:19]=[CH:18][CH:17]=[CH:16][N:15]=3)[CH:12]=2)[C:7]1=[O:20], predict the reactants needed to synthesize it. The reactants are: N#N.Br[C:4]1[C:13]2[C:8](=[CH:9][CH:10]=[C:11]([C:14]3[CH:19]=[CH:18][CH:17]=[CH:16][N:15]=3)[CH:12]=2)[C:7](=[O:20])[N:6]([CH3:21])[CH:5]=1.[CH2:22]([S:24]([NH:27][C:28]1[CH:29]=[C:30](B(O)O)[CH:31]=[CH:32][CH:33]=1)(=[O:26])=[O:25])[CH3:23].[O-]P([O-])([O-])=O.[K+].[K+].[K+]. (10) Given the product [Br:1][C:2]1[N:6]2[N:7]=[C:8]([NH:12][CH2:13][CH2:14][OH:15])[CH:9]=[CH:10][C:5]2=[N:4][CH:3]=1, predict the reactants needed to synthesize it. The reactants are: [Br:1][C:2]1[N:6]2[N:7]=[C:8](Cl)[CH:9]=[CH:10][C:5]2=[N:4][CH:3]=1.[NH2:12][CH2:13][CH2:14][OH:15].C(Cl)Cl.CO.[NH4+].[OH-].